From a dataset of Reaction yield outcomes from USPTO patents with 853,638 reactions. Predict the reaction yield, written as a fraction of the theoretical maximum amount of product (1.0 means a 100% yield; for example, 0.34 means a 34% yield). (1) The catalyst is ClCCl. The product is [O:13]=[C:3]([NH:4][C@@H:5]([C:7]1[CH:12]=[CH:11][CH:10]=[CH:9][CH:8]=1)[CH3:6])[C:2]([C@@H:14]([NH:19][C:20](=[O:34])[O:21][CH2:22][C:23]1([CH2:27][C:28]2[CH:29]=[CH:30][CH:31]=[CH:32][CH:33]=2)[CH2:24][CH2:25][CH2:26]1)[CH2:15][CH2:16][CH2:17][CH3:18])=[O:1]. The yield is 0.530. The reactants are [OH:1][CH:2]([C@@H:14]([NH:19][C:20](=[O:34])[O:21][CH2:22][C:23]1([CH2:27][C:28]2[CH:33]=[CH:32][CH:31]=[CH:30][CH:29]=2)[CH2:26][CH2:25][CH2:24]1)[CH2:15][CH2:16][CH2:17][CH3:18])[C:3](=[O:13])[NH:4][C@@H:5]([C:7]1[CH:12]=[CH:11][CH:10]=[CH:9][CH:8]=1)[CH3:6].[Br-].[K+].C(=O)(O)[O-].[Na+]. (2) The reactants are [CH2:1]([O:3][C:4]([CH:6]1[CH2:17][N:16]([C:18]2[CH:19]=[C:20]3[C:24](=[CH:25][CH:26]=2)[CH2:23][CH2:22][CH2:21]3)[C:9]2[N:10]=[C:11]([S:14][CH3:15])[N:12]=[CH:13][C:8]=2[C:7]1=[O:27])=[O:5])[CH3:2].BrBr.N#N.C(N(CC)CC)C. The catalyst is C(Cl)Cl. The product is [CH2:1]([O:3][C:4]([C:6]1[C:7](=[O:27])[C:8]2[CH:13]=[N:12][C:11]([S:14][CH3:15])=[N:10][C:9]=2[N:16]([C:18]2[CH:19]=[C:20]3[C:24](=[CH:25][CH:26]=2)[CH2:23][CH2:22][CH2:21]3)[CH:17]=1)=[O:5])[CH3:2]. The yield is 0.940. (3) The reactants are [Cl:1][C:2]1[C:3]([O:12][C:13]2[CH:18]=[C:17]([O:19][CH2:20][CH2:21][O:22][CH3:23])[CH:16]=[CH:15][C:14]=2[CH2:24][CH2:25][C:26]([OH:28])=O)=[N:4][CH:5]=[C:6]([C:8]([F:11])([F:10])[F:9])[CH:7]=1.[CH2:29]([S:34]([NH2:37])(=[O:36])=[O:35])[CH2:30][CH2:31][CH2:32][CH3:33].N12CCCN=C1CCCCC2. The catalyst is O1CCCC1. The product is [Cl:1][C:2]1[C:3]([O:12][C:13]2[CH:18]=[C:17]([O:19][CH2:20][CH2:21][O:22][CH3:23])[CH:16]=[CH:15][C:14]=2[CH2:24][CH2:25][C:26]([NH:37][S:34]([CH2:29][CH2:30][CH2:31][CH2:32][CH3:33])(=[O:36])=[O:35])=[O:28])=[N:4][CH:5]=[C:6]([C:8]([F:9])([F:10])[F:11])[CH:7]=1. The yield is 0.350. (4) The catalyst is CN(C=O)C.O. The yield is 0.710. The reactants are CS(O[CH2:6][CH:7]([N:9]1[C:17]2[C:12](=[C:13]([C:20]([F:23])([F:22])[F:21])[C:14]([C:18]#[N:19])=[CH:15][CH:16]=2)[CH:11]=[C:10]1[CH3:24])[CH3:8])(=O)=O.[CH3:25][S-:26].[Na+]. The product is [CH3:24][C:10]1[N:9]([CH:7]([CH3:8])[CH2:6][S:26][CH3:25])[C:17]2[C:12]([CH:11]=1)=[C:13]([C:20]([F:21])([F:23])[F:22])[C:14]([C:18]#[N:19])=[CH:15][CH:16]=2. (5) The reactants are [C:1]([OH:9])(=O)[C:2]1[CH:7]=[CH:6][CH:5]=[N:4][CH:3]=1.[NH2:10][CH2:11][CH2:12][S:13][S:14][CH2:15][CH2:16][NH:17][C:18](=[O:24])[O:19][C:20]([CH3:23])([CH3:22])[CH3:21].CCN=C=NCCCN(C)C. The catalyst is CC#N.CCOC(C)=O. The product is [C:1]([NH:10][CH2:11][CH2:12][S:13][S:14][CH2:15][CH2:16][NH:17][C:18](=[O:24])[O:19][C:20]([CH3:22])([CH3:21])[CH3:23])(=[O:9])[C:2]1[CH:7]=[CH:6][CH:5]=[N:4][CH:3]=1. The yield is 0.560. (6) The reactants are [NH2:1][C:2]1[S:3][C@:4]2([C:19](=[O:21])[CH3:20])[C@H:6]([C@:7]([C:10]3[CH:15]=[C:14]([NH2:16])[CH:13]=[C:12]([F:17])[C:11]=3[F:18])([CH3:9])[N:8]=1)[CH2:5]2.[CH3:22][Mg]Br. The catalyst is C1COCC1. The product is [NH2:1][C:2]1[S:3][C@:4]2([C:19]([OH:21])([CH3:22])[CH3:20])[C@H:6]([C@:7]([C:10]3[CH:15]=[C:14]([NH2:16])[CH:13]=[C:12]([F:17])[C:11]=3[F:18])([CH3:9])[N:8]=1)[CH2:5]2. The yield is 0.100. (7) The reactants are [CH:1]1([CH2:5][N:6]2[CH2:15][CH2:14][C@@:13]34[C:16]5[C:22]6[CH2:23][C@@H:7]2[C@:8]3([OH:39])[CH2:9][CH2:10][C:11](=[O:38])[C@@H:12]4[O:18][C:17]=5[C:19]([C:24]([NH:26]CC2C=CC(OC)=CC=2OC)=[O:25])=[CH:20][CH:21]=6)[CH2:4][CH2:3][CH2:2]1. The catalyst is FC(F)(F)C(O)=O. The product is [CH:1]1([CH2:5][N:6]2[CH2:15][CH2:14][C@@:13]34[C:16]5[C:22]6[CH2:23][C@@H:7]2[C@:8]3([OH:39])[CH2:9][CH2:10][C:11](=[O:38])[C@@H:12]4[O:18][C:17]=5[C:19]([C:24]([NH2:26])=[O:25])=[CH:20][CH:21]=6)[CH2:4][CH2:3][CH2:2]1. The yield is 0.870. (8) The reactants are [CH2:1]([N:3]1[CH2:8][CH2:7][C:6]([CH2:10][O:11][C:12]2[C:20]3[C:19]4[CH:21]=[C:22]([C:25]#[N:26])[N:23]=[CH:24][C:18]=4[N:17](COCC[Si](C)(C)C)[C:16]=3[N:15]=[CH:14][CH:13]=2)([CH3:9])[CH2:5][CH2:4]1)[CH3:2].Br.[OH-].[Na+].Cl. The catalyst is O1CCOCC1. The product is [CH2:1]([N:3]1[CH2:8][CH2:7][C:6]([CH2:10][O:11][C:12]2[C:20]3[C:19]4[CH:21]=[C:22]([C:25]#[N:26])[N:23]=[CH:24][C:18]=4[NH:17][C:16]=3[N:15]=[CH:14][CH:13]=2)([CH3:9])[CH2:5][CH2:4]1)[CH3:2]. The yield is 0.300.